Dataset: Full USPTO retrosynthesis dataset with 1.9M reactions from patents (1976-2016). Task: Predict the reactants needed to synthesize the given product. (1) Given the product [CH3:3][N:4]([CH3:39])[CH2:5][CH2:6][N:7]([CH2:28][C:29]1[CH:34]=[CH:33][CH:32]=[CH:31][C:30]=1[C:35]([F:38])([F:37])[F:36])[C:8](=[O:9])[CH2:10][NH:11][C:18]1[CH:27]=[CH:26][CH:25]=[C:24]2[C:19]=1[CH2:20][CH2:21][N:22]([C:41]1[CH:46]=[CH:45][CH:44]=[CH:43][CH:42]=1)[CH2:23]2, predict the reactants needed to synthesize it. The reactants are: Cl.Cl.[CH3:3][N:4]([CH3:39])[CH2:5][CH2:6][N:7]([CH2:28][C:29]1[CH:34]=[CH:33][CH:32]=[CH:31][C:30]=1[C:35]([F:38])([F:37])[F:36])[C:8]([CH2:10][N:11]([C:18]1[CH:27]=[CH:26][CH:25]=[C:24]2[C:19]=1[CH2:20][CH2:21][NH:22][CH2:23]2)C(=O)C(F)(F)F)=[O:9].I[C:41]1[CH:46]=[CH:45][CH:44]=[CH:43][CH:42]=1.CC(C)([O-])C.[Na+]. (2) Given the product [ClH:29].[CH3:1][CH:2]([CH3:28])[CH2:3][C@H:4]([NH2:21])[C:5]1[CH:6]=[N:7][C:8]([C:11]2[CH:16]=[CH:15][C:14]([C:17]([F:20])([F:19])[F:18])=[CH:13][CH:12]=2)=[N:9][CH:10]=1, predict the reactants needed to synthesize it. The reactants are: [CH3:1][CH:2]([CH3:28])[CH2:3][C@H:4]([NH:21][S@](C(C)(C)C)=O)[C:5]1[CH:6]=[N:7][C:8]([C:11]2[CH:16]=[CH:15][C:14]([C:17]([F:20])([F:19])[F:18])=[CH:13][CH:12]=2)=[N:9][CH:10]=1.[ClH:29].CCOCC. (3) Given the product [C:1]([O:5][C:6]([NH:8][C@@H:9]([C:13]([CH3:16])([CH3:15])[CH3:14])[C:10]([NH:8][C@@H:9]([CH3:13])[C:10]([OH:12])=[O:17])=[O:12])=[O:7])([CH3:2])([CH3:3])[CH3:4], predict the reactants needed to synthesize it. The reactants are: [C:1]([O:5][C:6]([NH:8][C@@H:9]([C:13]([CH3:16])([CH3:15])[CH3:14])[C:10]([OH:12])=O)=[O:7])([CH3:4])([CH3:3])[CH3:2].[OH-:17].[Na+]. (4) Given the product [Br:1][CH2:23][C:19]1[CH:18]=[C:17]([C:11]([OH:16])([C:12]([F:14])([F:13])[F:15])[C:10]([F:24])([F:25])[F:9])[CH:22]=[CH:21][CH:20]=1, predict the reactants needed to synthesize it. The reactants are: [Br:1]N1C(=O)CCC1=O.[F:9][C:10]([F:25])([F:24])[C:11]([C:17]1[CH:18]=[C:19]([CH3:23])[CH:20]=[CH:21][CH:22]=1)([OH:16])[C:12]([F:15])([F:14])[F:13]. (5) Given the product [CH2:3]([O:13][CH2:16][C:17]1[N:21]2[C:20]([CH:25]=[CH:24][CH:23]=[CH:22]2)=[CH:19][CH:18]=1)[CH2:4][CH2:5][CH2:6][CH2:7][CH2:8][CH2:9][CH2:10][CH2:11][CH3:12], predict the reactants needed to synthesize it. The reactants are: [F-].[Cs+].[CH2:3]([OH:13])[CH2:4][CH2:5][CH2:6][CH2:7][CH2:8][CH2:9][CH2:10][CH2:11][CH3:12].C[Si](C)(C)[C:16]#[C:17]/[CH:18]=[CH:19]\[C:20]1[CH:25]=[CH:24][CH:23]=[CH:22][N:21]=1.